From a dataset of Catalyst prediction with 721,799 reactions and 888 catalyst types from USPTO. Predict which catalyst facilitates the given reaction. (1) Product: [CH:6]1([CH2:5][CH:4]([C:11]2[CH:16]=[CH:15][C:14]([C:17]#[C:18][C:19]([OH:23])([CH3:22])[CH2:20][CH3:21])=[CH:13][CH:12]=2)[C:3]([OH:24])=[O:2])[CH2:10][CH2:9][CH2:8][CH2:7]1. Reactant: C[O:2][C:3](=[O:24])[CH:4]([C:11]1[CH:16]=[CH:15][C:14]([C:17]#[C:18][C:19]([OH:23])([CH3:22])[CH2:20][CH3:21])=[CH:13][CH:12]=1)[CH2:5][CH:6]1[CH2:10][CH2:9][CH2:8][CH2:7]1.[OH-].[Li+]. The catalyst class is: 24. (2) Reactant: [CH2:1]([O:8][C:9]([N:11]1[CH:15]([C:16](O)=[O:17])[CH2:14][S:13][C@@H:12]1[C:19]1[CH:24]=[CH:23][CH:22]=[C:21]([C:25]([O:27][CH3:28])=[O:26])[CH:20]=1)=[O:10])[C:2]1[CH:7]=[CH:6][CH:5]=[CH:4][CH:3]=1.CCN(C(C)C)C(C)C.CN(C(ON1N=NC2C=CC=NC1=2)=[N+](C)C)C.F[P-](F)(F)(F)(F)F.[NH2:62][C:63]1[S:64][CH:65]=[C:66]([C:68]2[CH:79]=[CH:78][C:71]([C:72]([NH:74][CH:75]3[CH2:77][CH2:76]3)=[O:73])=[CH:70][CH:69]=2)[N:67]=1. Product: [CH2:1]([O:8][C:9]([N:11]1[CH:15]([C:16](=[O:17])[NH:62][C:63]2[S:64][CH:65]=[C:66]([C:68]3[CH:69]=[CH:70][C:71]([C:72](=[O:73])[NH:74][CH:75]4[CH2:76][CH2:77]4)=[CH:78][CH:79]=3)[N:67]=2)[CH2:14][S:13][C@@H:12]1[C:19]1[CH:24]=[CH:23][CH:22]=[C:21]([C:25]([O:27][CH3:28])=[O:26])[CH:20]=1)=[O:10])[C:2]1[CH:7]=[CH:6][CH:5]=[CH:4][CH:3]=1. The catalyst class is: 3.